Dataset: TCR-epitope binding with 47,182 pairs between 192 epitopes and 23,139 TCRs. Task: Binary Classification. Given a T-cell receptor sequence (or CDR3 region) and an epitope sequence, predict whether binding occurs between them. (1) The epitope is YIFFASFYY. The TCR CDR3 sequence is CASSLLGEKAYEQYF. Result: 0 (the TCR does not bind to the epitope). (2) The epitope is FLNRFTTTL. The TCR CDR3 sequence is CASSQESYNHDTQYF. Result: 1 (the TCR binds to the epitope). (3) Result: 0 (the TCR does not bind to the epitope). The epitope is LLSAGIFGA. The TCR CDR3 sequence is CASSQAQGLSNSPLHF. (4) The epitope is LPAADLDDF. The TCR CDR3 sequence is CASSFGGQGNYGYTF. Result: 1 (the TCR binds to the epitope). (5) The epitope is NLVPMVATV. The TCR CDR3 sequence is CASSLEAGLDGYTF. Result: 1 (the TCR binds to the epitope). (6) The epitope is SEPVLKGVKL. The TCR CDR3 sequence is CASSPDWLVQETQYF. Result: 1 (the TCR binds to the epitope). (7) The epitope is EIYKRWII. The TCR CDR3 sequence is CASSLGPAIPGNTIYF. Result: 0 (the TCR does not bind to the epitope).